From a dataset of Forward reaction prediction with 1.9M reactions from USPTO patents (1976-2016). Predict the product of the given reaction. (1) Given the reactants [C:1]1([C:7]2[C:8](=O)[O:9][C:10](=[O:12])[CH:11]=2)[CH:6]=[CH:5][CH:4]=[CH:3][CH:2]=1.O.[NH2:15][NH2:16], predict the reaction product. The product is: [C:1]1([C:7]2[C:8](=[O:9])[NH:15][NH:16][C:10](=[O:12])[CH:11]=2)[CH:6]=[CH:5][CH:4]=[CH:3][CH:2]=1. (2) Given the reactants [CH3:1][O:2][C:3](=[O:17])[C:4]1[CH:9]=[C:8]([N+:10]([O-])=O)[C:7]([Cl:13])=[C:6]([N+:14]([O-])=O)[CH:5]=1.Cl[Sn]Cl, predict the reaction product. The product is: [CH3:1][O:2][C:3](=[O:17])[C:4]1[CH:9]=[C:8]([NH2:10])[C:7]([Cl:13])=[C:6]([NH2:14])[CH:5]=1. (3) Given the reactants [Cl-].[Al+3].[Cl-].[Cl-].[N-:5]=[N+:6]=[N-:7].[Na+].[N+:9]([C:12]1[C:13]([CH3:21])=[C:14]([CH:18]=[CH:19][CH:20]=1)C(Cl)=O)([O-:11])=[O:10].[N:22]([O-])=O.[Na+].Cl.[O:27]1[CH2:31]CCC1, predict the reaction product. The product is: [CH3:21][C:13]1[C:12]([N+:9]([O-:11])=[O:10])=[CH:20][CH:19]=[CH:18][C:14]=1[N:5]1[C:31](=[O:27])[NH:22][N:7]=[N:6]1. (4) Given the reactants [CH2:1]([C@H:8]1[CH2:13][N:12]([C:14]2[CH:19]=[CH:18][C:17]([O:20][CH3:21])=[C:16]([O:22][CH:23]3[CH2:27][CH2:26][CH2:25][CH2:24]3)[CH:15]=2)[CH2:11][CH2:10][N:9]1[C:28](=[O:35])[CH2:29][C:30](OCC)=[O:31])[C:2]1[CH:7]=[CH:6][CH:5]=[CH:4][CH:3]=1.[CH3:36][NH2:37].[C-]#N.[Na+], predict the reaction product. The product is: [CH2:1]([C@H:8]1[CH2:13][N:12]([C:14]2[CH:19]=[CH:18][C:17]([O:20][CH3:21])=[C:16]([O:22][CH:23]3[CH2:24][CH2:25][CH2:26][CH2:27]3)[CH:15]=2)[CH2:11][CH2:10][N:9]1[C:28](=[O:35])[CH2:29][C:30]([NH:37][CH3:36])=[O:31])[C:2]1[CH:3]=[CH:4][CH:5]=[CH:6][CH:7]=1. (5) The product is: [Cl:1][C:2]1[CH:3]=[N:4][C:5]([S:12]([CH3:16])(=[O:14])=[O:11])=[N:6][CH:7]=1. Given the reactants [Cl:1][C:2]1[CH:3]=[N:4][C:5](SC)=[N:6][CH:7]=1.O[O:11][S:12]([O-:14])=O.[K+].[CH3:16]O, predict the reaction product.